Dataset: Catalyst prediction with 721,799 reactions and 888 catalyst types from USPTO. Task: Predict which catalyst facilitates the given reaction. (1) Reactant: [Br:1][C:2]1[CH:3]=[C:4]2[C:14](=[CH:15][CH:16]=1)[O:13][C:7]1([CH2:12][CH2:11][CH2:10][CH2:9][CH2:8]1)[CH2:6][C:5]2([CH2:24][C:25]([O:27][CH3:28])=[O:26])[NH:17]S(C(C)(C)C)=O.Cl.O1CCOCC1. Product: [NH2:17][C:5]1([CH2:24][C:25]([O:27][CH3:28])=[O:26])[C:4]2[C:14](=[CH:15][CH:16]=[C:2]([Br:1])[CH:3]=2)[O:13][C:7]2([CH2:8][CH2:9][CH2:10][CH2:11][CH2:12]2)[CH2:6]1. The catalyst class is: 5. (2) Reactant: Br[C:2]1[C:7]([O:8][CH3:9])=[CH:6][C:5]([CH2:10][O:11][CH3:12])=[CH:4][C:3]=1[O:13][CH3:14].CCCCCC.C[O:22][B:23]([O:26]C)[O:24]C.Cl. Product: [CH3:14][O:13][C:3]1[CH:4]=[C:5]([CH2:10][O:11][CH3:12])[CH:6]=[C:7]([O:8][CH3:9])[C:2]=1[O:22][B:23]([OH:26])[OH:24]. The catalyst class is: 207. (3) Reactant: [NH2:1][C:2]1[S:3][C:4]([C:14]2[CH:19]=[CH:18][CH:17]=[CH:16][CH:15]=2)=[C:5]([C:10]([F:13])([F:12])[F:11])[C:6]=1[C:7]([NH2:9])=[O:8].ClC(Cl)(Cl)[C:22]([N:24]=C=O)=[O:23].N. Product: [NH2:24][C:22]([NH:1][C:2]1[S:3][C:4]([C:14]2[CH:19]=[CH:18][CH:17]=[CH:16][CH:15]=2)=[C:5]([C:10]([F:11])([F:13])[F:12])[C:6]=1[C:7]([NH2:9])=[O:8])=[O:23]. The catalyst class is: 83. (4) Reactant: [O:1]([CH2:8][C:9]1[N:10]=[C:11]([NH:14]C(=O)C)[S:12][CH:13]=1)[C:2]1[CH:7]=[CH:6][CH:5]=[CH:4][CH:3]=1.Cl. Product: [O:1]([CH2:8][C:9]1[N:10]=[C:11]([NH2:14])[S:12][CH:13]=1)[C:2]1[CH:7]=[CH:6][CH:5]=[CH:4][CH:3]=1. The catalyst class is: 1. (5) Reactant: [CH2:1]([O:3][CH2:4][CH:5]([N:7](C(OC(C)(C)C)=O)C(OC(C)(C)C)=O)[CH3:6])[CH3:2].[C:22]([OH:28])([C:24]([F:27])([F:26])[F:25])=[O:23]. Product: [F:25][C:24]([F:27])([F:26])[C:22]([OH:28])=[O:23].[CH2:1]([O:3][CH2:4][CH:5]([NH2:7])[CH3:6])[CH3:2].[C:22]([OH:28])([C:24]([F:27])([F:26])[F:25])=[O:23]. The catalyst class is: 2. (6) Reactant: [CH3:1][NH:2][C:3]1[CH:8]=[CH:7][CH:6]=[CH:5][C:4]=1[NH:9][C:10]([CH:12]1[CH2:17][CH2:16][N:15]([C:18]([O:20][C:21]2[CH:22]=[N:23][CH:24]=[CH:25][CH:26]=2)=[O:19])[CH2:14][CH2:13]1)=O. Product: [CH3:1][N:2]1[C:3]2[CH:8]=[CH:7][CH:6]=[CH:5][C:4]=2[N:9]=[C:10]1[CH:12]1[CH2:17][CH2:16][N:15]([C:18]([O:20][C:21]2[CH:22]=[N:23][CH:24]=[CH:25][CH:26]=2)=[O:19])[CH2:14][CH2:13]1. The catalyst class is: 15.